From a dataset of Catalyst prediction with 721,799 reactions and 888 catalyst types from USPTO. Predict which catalyst facilitates the given reaction. (1) Reactant: [H-].[H-].[H-].[H-].[Li+].[Al+3].CCOCC.C([O:14][C:15]([C:17]1[S:18][CH:19]=[C:20]2[C:26]=1[C:25]1[CH:27]=[CH:28][CH:29]=[CH:30][C:24]=1[O:23][C:22]1[CH:31]=[CH:32][CH:33]=[CH:34][C:21]2=1)=O)C. Product: [C:17]1([CH2:15][OH:14])[S:18][CH:19]=[C:20]2[C:26]=1[C:25]1[CH:27]=[CH:28][CH:29]=[CH:30][C:24]=1[O:23][C:22]1[CH:31]=[CH:32][CH:33]=[CH:34][C:21]2=1. The catalyst class is: 6. (2) Reactant: [Cl:1][C:2]1[N:19]=[CH:18][C:17]([Cl:20])=[CH:16][C:3]=1[C:4]([NH:6][C:7]([CH3:15])([C:9]1[CH:14]=[CH:13][CH:12]=[CH:11][CH:10]=1)[CH3:8])=[O:5].CN([CH:24]=[O:25])C. Product: [Cl:1][C:2]1[C:3]2[C:4](=[O:5])[N:6]([C:7]([CH3:15])([C:9]3[CH:14]=[CH:13][CH:12]=[CH:11][CH:10]=3)[CH3:8])[CH:24]([OH:25])[C:16]=2[C:17]([Cl:20])=[CH:18][N:19]=1. The catalyst class is: 1. (3) Reactant: [Cl:1][C:2]1[CH:36]=[CH:35][C:5]2[O:6][C:7]([N:9]([C@H:12]([C:20]3[N:21]([CH3:34])[C:22]([C:25]4[CH:30]=[CH:29][C:28]([N+:31]([O-])=O)=[CH:27][CH:26]=4)=[CH:23][N:24]=3)[CH2:13][C:14]3[CH:19]=[CH:18][CH:17]=[CH:16][N:15]=3)[CH:10]=[O:11])=[CH:8][C:4]=2[CH:3]=1.C(O)(=O)C. Product: [NH2:31][C:28]1[CH:27]=[CH:26][C:25]([C:22]2[N:21]([CH3:34])[C:20]([C@@H:12]([N:9]([C:7]3[O:6][C:5]4[CH:35]=[CH:36][C:2]([Cl:1])=[CH:3][C:4]=4[CH:8]=3)[CH:10]=[O:11])[CH2:13][C:14]3[CH:19]=[CH:18][CH:17]=[CH:16][N:15]=3)=[N:24][CH:23]=2)=[CH:30][CH:29]=1. The catalyst class is: 186. (4) Reactant: [Cl:1][CH2:2][CH2:3]Cl.CN(C=O)C.C(Cl)(C(Cl)=O)=O.OC1C=[C:19]([C:41]([O:43][CH2:44][CH3:45])=[O:42])[C:20]2[C:25]([CH3:26])=[N:24][N:23]([CH2:27][C:28]3[CH:33]=[CH:32][C:31]([O:34][C:35]4[CH:40]=[CH:39][CH:38]=[CH:37][CH:36]=4)=[CH:30][CH:29]=3)[C:21]=2[N:22]=1. Product: [Cl:1][C:2]1[CH:3]=[C:19]([C:41]([O:43][CH2:44][CH3:45])=[O:42])[C:20]2[C:25]([CH3:26])=[N:24][N:23]([CH2:27][C:28]3[CH:29]=[CH:30][C:31]([O:34][C:35]4[CH:36]=[CH:37][CH:38]=[CH:39][CH:40]=4)=[CH:32][CH:33]=3)[C:21]=2[N:22]=1. The catalyst class is: 6. (5) Reactant: FC(F)(F)C(O)=O.[N:8]1([C:13]2[CH:18]=[CH:17][C:16]([C:19]3([C:22]([O:24]CCCC)=[O:23])[CH2:21][CH2:20]3)=[CH:15][CH:14]=2)[CH:12]=[CH:11][CH:10]=[N:9]1. Product: [N:8]1([C:13]2[CH:14]=[CH:15][C:16]([C:19]3([C:22]([OH:24])=[O:23])[CH2:21][CH2:20]3)=[CH:17][CH:18]=2)[CH:12]=[CH:11][CH:10]=[N:9]1. The catalyst class is: 2. (6) Reactant: [CH2:1]([N:3]1[CH:7]=[C:6]([C:8]2[C:13]([F:14])=[CH:12][N:11]=[C:10]3[NH:15][CH:16]=[CH:17][C:9]=23)[C:5]([C:18]2[CH:23]=[CH:22][C:21]([N+:24]([O-])=O)=[CH:20][CH:19]=2)=[N:4]1)[CH3:2].[Sn].Cl. Product: [CH2:1]([N:3]1[CH:7]=[C:6]([C:8]2[C:13]([F:14])=[CH:12][N:11]=[C:10]3[NH:15][CH:16]=[CH:17][C:9]=23)[C:5]([C:18]2[CH:23]=[CH:22][C:21]([NH2:24])=[CH:20][CH:19]=2)=[N:4]1)[CH3:2]. The catalyst class is: 8. (7) Reactant: N1C=CC=CC=1.[Cl:7][C:8]1[C:13]([C:14]([NH2:16])=O)=[CH:12][N:11]=[C:10]([Cl:17])[CH:9]=1.O=P(Cl)(Cl)Cl.[OH-].[Na+]. Product: [Cl:7][C:8]1[C:13]([C:14]#[N:16])=[CH:12][N:11]=[C:10]([Cl:17])[CH:9]=1. The catalyst class is: 10. (8) Reactant: [C:1]1([CH3:11])[CH:6]=[CH:5][C:4]([S:7](Cl)(=[O:9])=[O:8])=[CH:3][CH:2]=1.[Cl-].[Al+3].[Cl-].[Cl-].[S:16]1[CH:20]=[CH:19][N:18]2[CH:21]=[N:22][CH:23]=[C:17]12.C(=O)([O-])[O-].[Na+].[Na+]. Product: [C:1]1([CH3:11])[CH:6]=[CH:5][C:4]([S:7]([C:23]2[N:22]=[CH:21][N:18]3[CH:19]=[CH:20][S:16][C:17]=23)(=[O:9])=[O:8])=[CH:3][CH:2]=1. The catalyst class is: 46. (9) Reactant: [C:1]([C:3]1[CH:4]=[C:5]([C:22]2[CH:27]=[CH:26][C:25](C(O)=O)=[C:24]([F:31])C=2)[CH:6]=[CH:7][C:8]=1[O:9][CH2:10][CH:11]1[CH2:16][CH2:15][N:14]([CH2:17][C:18]([F:21])([CH3:20])[CH3:19])[CH2:13][CH2:12]1)#[N:2].[CH2:32](Cl)[CH2:33]Cl.C1C=CC2N([OH:45])N=NC=2C=1.CCN(C(C)C)C(C)C.[NH:55]1[CH2:59][CH2:58][CH2:57][C@H:56]1[C:60]([NH2:62])=[O:61]. Product: [C:1]([C:3]1[CH:4]=[C:5]([C:22]2[C:32]([C:33]([N:55]3[CH2:59][CH2:58][CH2:57][C@H:56]3[C:60]([NH2:62])=[O:61])=[O:45])=[C:24]([F:31])[CH:25]=[CH:26][CH:27]=2)[CH:6]=[CH:7][C:8]=1[O:9][CH2:10][CH:11]1[CH2:12][CH2:13][N:14]([CH2:17][C:18]([F:21])([CH3:20])[CH3:19])[CH2:15][CH2:16]1)#[N:2]. The catalyst class is: 34.